From a dataset of Peptide-MHC class I binding affinity with 185,985 pairs from IEDB/IMGT. Regression. Given a peptide amino acid sequence and an MHC pseudo amino acid sequence, predict their binding affinity value. This is MHC class I binding data. (1) The peptide sequence is YARNFLIPF. The MHC is HLA-B15:42 with pseudo-sequence HLA-B15:42. The binding affinity (normalized) is 0.213. (2) The peptide sequence is IMDNSAKYV. The MHC is HLA-A02:01 with pseudo-sequence HLA-A02:01. The binding affinity (normalized) is 0.513. (3) The peptide sequence is ATHKAPQPA. The MHC is HLA-B15:01 with pseudo-sequence HLA-B15:01. The binding affinity (normalized) is 0.0847. (4) The peptide sequence is RKHGGMLVR. The MHC is HLA-B48:01 with pseudo-sequence HLA-B48:01. The binding affinity (normalized) is 0.0847. (5) The peptide sequence is RVLYDEFVT. The MHC is HLA-A02:02 with pseudo-sequence HLA-A02:02. The binding affinity (normalized) is 0.290.